This data is from Reaction yield outcomes from USPTO patents with 853,638 reactions. The task is: Predict the reaction yield, written as a fraction of the theoretical maximum amount of product (1.0 means a 100% yield; for example, 0.34 means a 34% yield). The reactants are [Br-].C(OC([NH:9][C@@H:10]([CH2:31][C:32]1[CH:37]=[CH:36][CH:35]=[CH:34][CH:33]=1)[C:11]([O:13][C@@H:14]1[CH:19]2[CH2:20][CH2:21][N+:16]([CH2:22][CH2:23][O:24][C:25]3[CH:30]=[CH:29][CH:28]=[CH:27][CH:26]=3)([CH2:17][CH2:18]2)[CH2:15]1)=[O:12])=O)(C)(C)C.[F:38][C:39]([F:44])([F:43])[C:40]([OH:42])=[O:41]. The catalyst is C(Cl)Cl. The product is [F:38][C:39]([F:44])([F:43])[C:40]([O-:42])=[O:41].[F:38][C:39]([F:44])([F:43])[C:40]([O-:42])=[O:41].[NH2:9][C@@H:10]([CH2:31][C:32]1[CH:33]=[CH:34][CH:35]=[CH:36][CH:37]=1)[C:11]([O:13][C@@H:14]1[CH:19]2[CH2:20][CH2:21][N+:16]([CH2:22][CH2:23][O:24][C:25]3[CH:26]=[CH:27][CH:28]=[CH:29][CH:30]=3)([CH2:17][CH2:18]2)[CH2:15]1)=[O:12].[NH2:9][C@@H:10]([CH2:31][C:32]1[CH:33]=[CH:34][CH:35]=[CH:36][CH:37]=1)[C:11]([O:13][C@@H:14]1[CH:19]2[CH2:20][CH2:21][N+:16]([CH2:22][CH2:23][O:24][C:25]3[CH:26]=[CH:27][CH:28]=[CH:29][CH:30]=3)([CH2:17][CH2:18]2)[CH2:15]1)=[O:12]. The yield is 0.430.